From a dataset of Experimentally validated miRNA-target interactions with 360,000+ pairs, plus equal number of negative samples. Binary Classification. Given a miRNA mature sequence and a target amino acid sequence, predict their likelihood of interaction. The miRNA is hsa-miR-6840-3p with sequence GCCCAGGACUUUGUGCGGGGUG. The protein sequence of the target gene is MSRPSSVSPRPPAPSGGGTGGGGGGSGGGGGGGGGGPASCGPGGGGRAKGLKDIRIDEEVKIAVNIALERFRYGDQREMEFPSSLTSTERAFIHRLSQSLGLVSKSKGKGANRYLTVKKKDGSETAHAMMTCNLTHNTKHAVRSLIQRFPVTNKERTELLPKTERGNVFAVEAENREMSKTSGRLNNGIPQVPVKRGESEFDSFRQSLPVFEKQEEIVKIIKENKVVLIVGETGSGKTTQIPQFLLDDCFKNGIPCRIFCTQPRRLAAIAVAERVAAERRERIGQTIGYQIRLESRVSPK.... Result: 0 (no interaction).